From a dataset of Experimentally validated miRNA-target interactions with 360,000+ pairs, plus equal number of negative samples. Binary Classification. Given a miRNA mature sequence and a target amino acid sequence, predict their likelihood of interaction. (1) The miRNA is hsa-miR-944 with sequence AAAUUAUUGUACAUCGGAUGAG. The protein sequence of the target gene is MSADAAAGAPLPRLCCLEKGPNGYGFHLHGEKGKLGQYIRLVEPGSPAEKAGLLAGDRLVEVNGENVEKETHQQVVSRIRAALNAVRLLVVDPETDEQLQKLGVQVREELLRAQEAPGQAEPPAAAEVQGAGNENEPREADKSHPEQRELRPRLCTMKKGPSGYGFNLHSDKSKPGQFIRSVDPDSPAEASGLRAQDRIVEVNGVCMEGKQHGDVVSAIRAGGDETKLLVVDRETDEFFKKCRVIPSQEHLNGPLPVPFTNGEIQKENSREALAEAALESPRPALVRSASSDTSEELNSQ.... Result: 0 (no interaction). (2) The protein sequence of the target gene is MAAVAPAGPGDSASAALDELSLNFTYGAPGAGNGSLSGDWYRRNQIHLFGVLLAILGNLVISISLNIQKYSHLQLAQQEHPRPYFKSVLWWGGVLLMAVGETGNFAAYGFAPITLIAPLGCVSVTGSAIISVTFLKDNLRASDLLGTTLAFAGTYLLVNFAPNITQAISARTVQYYLVGWQFLIYVILEILIFCILLYFYKRKGMKHMVILLTLVAILASLTVISVKAVSGMITFSVMDKMQLTYPIFYIMFIIMIASCVFQVKFLNQATKLYNTTTVVPVNHIFFTISAIIAGIIFYQE.... The miRNA is hsa-miR-4742-3p with sequence UCUGUAUUCUCCUUUGCCUGCAG. Result: 1 (interaction). (3) The miRNA is mmu-miR-669f-3p with sequence CAUAUACAUACACACACACGUAU. The protein sequence of the target gene is MQRQNFRPPTPPYPGPGGGGWGSGSSFRGTPGGGGPRPPSPRDGYGSPHHTPPYGPRSRPYGSSHSPRHGGSFPGGRFGSPSPGGYPGSYSRSPAGSQQQFGYSPGQQQTHPQGSPRTSTPFGSGRVREKRMSNELENYFKPSMLEDPWAGLEPVSVVDISQQYSNTQTFTGKKGRYFC. Result: 0 (no interaction). (4) The miRNA is hsa-miR-106a-5p with sequence AAAAGUGCUUACAGUGCAGGUAG. The protein sequence of the target gene is MLPARCARLLTPHLLLVLVQLSPARGHRTTGPRFLISDRDPQCNLHCSRTQPKPICASDGRSYESMCEYQRAKCRDPTLGVVHRGRCKDAGQSKCRLERAQALEQAKKPQEAVFVPECGEDGSFTQVQCHTYTGYCWCVTPDGKPISGSSVQNKTPVCSGSVTDKPLSQGNSGRKDDGSKPTPTMETQPVFDGDEITAPTLWIKHLVIKDSKLNNTNIRNSEKVYSCDQERQSALEEAQQNPREGIVIPECAPGGLYKPVQCHQSTGYCWCVLVDTGRPLPGTSTRYVMPSCESDARAKT.... Result: 1 (interaction).